From a dataset of Acute oral toxicity (LD50) regression data from Zhu et al.. Regression/Classification. Given a drug SMILES string, predict its toxicity properties. Task type varies by dataset: regression for continuous values (e.g., LD50, hERG inhibition percentage) or binary classification for toxic/non-toxic outcomes (e.g., AMES mutagenicity, cardiotoxicity, hepatotoxicity). Dataset: ld50_zhu. (1) The compound is OCC(O)CCl. The rat oral LD50 is 3.63, given as -log10 of the dose in mol/kg body weight (higher means more acutely toxic). (2) The molecule is CCCCC(CC)COP(=S)(S)OCC(CC)CCCC. The rat oral LD50 is 2.22, given as -log10 of the dose in mol/kg body weight (higher means more acutely toxic).